From a dataset of Full USPTO retrosynthesis dataset with 1.9M reactions from patents (1976-2016). Predict the reactants needed to synthesize the given product. (1) Given the product [CH2:40]([N:21]([CH2:13][CH2:14][CH2:15][CH2:16][CH2:17][CH2:18][CH2:19][CH3:20])[C:22]1[CH:38]=[CH:37][C:25]([C:26]([C:28]2[CH:36]=[CH:35][CH:34]=[CH:33][C:29]=2[C:30]([O:12][CH2:11][CH:9]([CH:7]2[C:5]([OH:6])=[C:3]([OH:4])[C:2](=[O:1])[O:8]2)[OH:10])=[O:31])=[O:27])=[C:24]([OH:39])[CH:23]=1)[CH2:41][CH2:42][CH2:43][CH2:44][CH2:45][CH2:46][CH3:47], predict the reactants needed to synthesize it. The reactants are: [O:1]=[C:2]1[O:8][C@H:7]([C@H:9]([CH2:11][OH:12])[OH:10])[C:5]([OH:6])=[C:3]1[OH:4].[CH2:13]([N:21]([CH2:40][CH2:41][CH2:42][CH2:43][CH2:44][CH2:45][CH2:46][CH3:47])[C:22]1[CH:38]=[CH:37][C:25]([C:26]([C:28]2[CH:36]=[CH:35][CH:34]=[CH:33][C:29]=2[C:30](O)=[O:31])=[O:27])=[C:24]([OH:39])[CH:23]=1)[CH2:14][CH2:15][CH2:16][CH2:17][CH2:18][CH2:19][CH3:20]. (2) Given the product [CH:22]1([C@@:16]([C:18]([O:20][CH3:21])=[O:19])([CH3:17])[NH:15][C:13]([C:4]2[C:3]([NH:2][C:29]([NH:28][C:31]3[C:32]([CH3:39])=[CH:33][C:34]([CH3:38])=[CH:35][C:36]=3[CH3:37])=[O:30])=[CH:12][C:11]3[C:6](=[CH:7][CH:8]=[CH:9][CH:10]=3)[CH:5]=2)=[O:14])[CH2:23][CH2:24][CH2:25][CH2:26][CH2:27]1, predict the reactants needed to synthesize it. The reactants are: Cl.[NH2:2][C:3]1[C:4]([C:13]([NH:15][C@:16]([CH:22]2[CH2:27][CH2:26][CH2:25][CH2:24][CH2:23]2)([C:18]([O:20][CH3:21])=[O:19])[CH3:17])=[O:14])=[CH:5][C:6]2[C:11]([CH:12]=1)=[CH:10][CH:9]=[CH:8][CH:7]=2.[N:28]([C:31]1[C:36]([CH3:37])=[CH:35][C:34]([CH3:38])=[CH:33][C:32]=1[CH3:39])=[C:29]=[O:30].CCCCCC.C(OCC)(=O)C.